This data is from TCR-epitope binding with 47,182 pairs between 192 epitopes and 23,139 TCRs. The task is: Binary Classification. Given a T-cell receptor sequence (or CDR3 region) and an epitope sequence, predict whether binding occurs between them. (1) Result: 0 (the TCR does not bind to the epitope). The epitope is FLLNKEMYL. The TCR CDR3 sequence is CASSLWRSQYNEQFF. (2) The epitope is GLCTLVAML. The TCR CDR3 sequence is CASSFSFPGELFF. Result: 0 (the TCR does not bind to the epitope). (3) The TCR CDR3 sequence is CASGGTGATYSNQPQHF. The epitope is EHPTFTSQYRIQGKL. Result: 0 (the TCR does not bind to the epitope). (4) The epitope is GTSGSPIINR. The TCR CDR3 sequence is CASSPVSTDTQYF. Result: 0 (the TCR does not bind to the epitope).